From a dataset of Peptide-MHC class I binding affinity with 185,985 pairs from IEDB/IMGT. Regression. Given a peptide amino acid sequence and an MHC pseudo amino acid sequence, predict their binding affinity value. This is MHC class I binding data. (1) The peptide sequence is QRKRRWRRRW. The MHC is HLA-B27:05 with pseudo-sequence HLA-B27:05. The binding affinity (normalized) is 0.310. (2) The peptide sequence is HAPWTQMAM. The MHC is HLA-B38:01 with pseudo-sequence HLA-B38:01. The binding affinity (normalized) is 0.0847.